Dataset: Full USPTO retrosynthesis dataset with 1.9M reactions from patents (1976-2016). Task: Predict the reactants needed to synthesize the given product. (1) Given the product [Br:1][C:2]1[CH:3]=[C:4]([C:13]2[CH:14]=[CH:15][C:16]([S:19]([CH3:22])(=[O:20])=[O:21])=[CH:17][CH:18]=2)[N:5]2[C:10]=1[CH:9]=[N:8][C:7]([S:11]([CH3:12])=[O:34])=[N:6]2, predict the reactants needed to synthesize it. The reactants are: [Br:1][C:2]1[CH:3]=[C:4]([C:13]2[CH:18]=[CH:17][C:16]([S:19]([CH3:22])(=[O:21])=[O:20])=[CH:15][CH:14]=2)[N:5]2[C:10]=1[CH:9]=[N:8][C:7]([S:11][CH3:12])=[N:6]2.C(Cl)Cl.C1C=C(Cl)C=C(C(OO)=[O:34])C=1. (2) Given the product [CH:32]1([CH2:31][CH:30]([N:4]2[C:3](=[O:15])[CH:2]=[C:7]([O:26][C:16]3[C:25]4[C:20](=[CH:21][CH:22]=[CH:23][CH:24]=4)[CH:19]=[CH:18][CH:17]=3)[CH:6]=[N:5]2)[C:29]([OH:28])=[O:38])[CH2:36][CH2:35][CH2:34][CH2:33]1, predict the reactants needed to synthesize it. The reactants are: Cl[C:2]1[C:3](=[O:15])[N:4](C2CCCCO2)[N:5]=[CH:6][C:7]=1Cl.[C:16]1([OH:26])[C:25]2[C:20](=[CH:21][CH:22]=[CH:23][CH:24]=2)[CH:19]=[CH:18][CH:17]=1.C[O:28][C:29](=[O:38])[CH:30](Br)[CH2:31][CH:32]1[CH2:36][CH2:35][CH2:34][CH2:33]1. (3) Given the product [CH2:14]1[C@H:23]2[C@H:18]([CH2:19][CH2:20][C:21]3[CH:27]=[CH:26][CH:25]=[CH:24][C:22]=32)[N:17]([C:11]([C:9]2[CH:8]=[CH:7][C:5]3[NH:6][C:2](=[O:1])[NH:3][C:4]=3[CH:10]=2)=[O:13])[CH2:16][CH2:15]1, predict the reactants needed to synthesize it. The reactants are: [O:1]=[C:2]1[NH:6][C:5]2[CH:7]=[CH:8][C:9]([C:11]([OH:13])=O)=[CH:10][C:4]=2[NH:3]1.[CH2:14]1[C@H:23]2[C@H:18]([CH2:19][CH2:20][C:21]3[CH:27]=[CH:26][CH:25]=[CH:24][C:22]=32)[NH:17][CH2:16][CH2:15]1.F[P-](F)(F)(F)(F)F.N1(OC(N(C)C)=[N+](C)C)C2N=CC=CC=2N=N1. (4) Given the product [Cl:1][C:2]1[CH:7]=[CH:6][C:5]([N:8]2[CH2:9][CH2:10][N:11]([CH2:19][CH2:20][CH3:21])[CH2:12][CH2:13]2)=[CH:4][C:3]=1[S:14]([CH3:17])(=[O:15])=[O:16], predict the reactants needed to synthesize it. The reactants are: [Cl:1][C:2]1[CH:7]=[CH:6][C:5]([N:8]2[CH2:13][CH2:12][NH:11][CH2:10][CH2:9]2)=[CH:4][C:3]=1[S:14]([CH3:17])(=[O:16])=[O:15].I[CH2:19][CH2:20][CH3:21]. (5) Given the product [NH2:1][C:2]1[C:7]([C:8]([NH2:10])=[O:9])=[C:6]([N:11]2[CH2:16][CH2:15][CH:14]([C:17]3[N:18]([CH2:33][CH2:66][NH:67][CH:68]([CH3:72])[CH2:69][O:70][CH3:71])[CH:19]=[C:20]([C:22]4[CH:27]=[CH:26][C:25]([F:28])=[C:24]([C:29]([F:32])([F:31])[F:30])[CH:23]=4)[N:21]=3)[CH2:13][CH2:12]2)[N:5]=[CH:4][N:3]=1, predict the reactants needed to synthesize it. The reactants are: [NH2:1][C:2]1[C:7]([C:8]([NH2:10])=[O:9])=[C:6]([N:11]2[CH2:16][CH2:15][CH:14]([C:17]3[N:18]([CH3:33])[CH:19]=[C:20]([C:22]4[CH:27]=[CH:26][C:25]([F:28])=[C:24]([C:29]([F:32])([F:31])[F:30])[CH:23]=4)[N:21]=3)[CH2:13][CH2:12]2)[N:5]=[CH:4][N:3]=1.NC1C(C#N)=C(N2CCC(C3N(C[CH2:66][NH:67][CH:68]([CH3:72])[CH2:69][O:70][CH3:71])C=C(C4C=CC(F)=C(C(F)(F)F)C=4)N=3)CC2)N=CN=1. (6) Given the product [F:1][C:2]1[CH:7]=[CH:6][C:5]([C:8]2[N:12]3[N:13]=[CH:14][C:15]([C:17]([F:18])([F:19])[F:20])=[N:16][C:11]3=[N:10][CH:9]=2)=[CH:4][C:3]=1[OH:21], predict the reactants needed to synthesize it. The reactants are: [F:1][C:2]1[CH:7]=[CH:6][C:5]([C:8]2[N:12]3[N:13]=[CH:14][C:15]([C:17]([F:20])([F:19])[F:18])=[N:16][C:11]3=[N:10][CH:9]=2)=[CH:4][C:3]=1[O:21]C.B(Br)(Br)Br.[OH-].[Na+].